Dataset: Reaction yield outcomes from USPTO patents with 853,638 reactions. Task: Predict the reaction yield, written as a fraction of the theoretical maximum amount of product (1.0 means a 100% yield; for example, 0.34 means a 34% yield). (1) The reactants are [NH:1]1[C:9]2[C:4](=[CH:5][C:6]([C:10]([OH:12])=O)=[CH:7][CH:8]=2)[CH:3]=[CH:2]1.[CH2:13]1[C@H:22]2[C@H:17]([CH2:18][CH2:19][C:20]3[CH:26]=[CH:25][CH:24]=[CH:23][C:21]=32)[NH:16][CH2:15][CH2:14]1.F[P-](F)(F)(F)(F)F.N1(OC(N(C)C)=[N+](C)C)C2N=CC=CC=2N=N1. No catalyst specified. The product is [CH2:13]1[C@H:22]2[C@H:17]([CH2:18][CH2:19][C:20]3[CH:26]=[CH:25][CH:24]=[CH:23][C:21]=32)[N:16]([C:10]([C:6]2[CH:5]=[C:4]3[C:9](=[CH:8][CH:7]=2)[NH:1][CH:2]=[CH:3]3)=[O:12])[CH2:15][CH2:14]1. The yield is 0.510. (2) The product is [CH3:20][C:17]([N:12]1[C:11]2[CH:10]=[CH:9][CH:8]=[CH:7][C:6]=2[C:5]2[C:13]1=[CH:1][CH:2]=[CH:3][CH:4]=2)([C:18]#[CH:19])[CH3:21]. The yield is 0.490. The catalyst is CN(C)C=O. The reactants are [CH:1]1[C:13]2[NH:12][C:11]3[C:6](=[CH:7][CH:8]=[CH:9][CH:10]=3)[C:5]=2[CH:4]=[CH:3][CH:2]=1.[H-].[Na+].Cl[C:17]([CH3:21])([CH3:20])[C:18]#[CH:19]. (3) The reactants are [C:1]([O:5][C:6]([NH:8][CH2:9][C:10]([F:23])([F:22])[C:11]1[CH:16]=[CH:15][CH:14]=[C:13]([O:17][CH2:18][CH2:19][CH2:20][CH3:21])[CH:12]=1)=[O:7])([CH3:4])([CH3:3])[CH3:2].[H-].[Na+].Cl[CH:27]([CH3:33])[C:28]([N:30]([CH3:32])[CH3:31])=[O:29]. The catalyst is CN(C=O)C. The product is [C:1]([O:5][C:6]([N:8]([CH2:9][C:10]([F:22])([F:23])[C:11]1[CH:16]=[CH:15][CH:14]=[C:13]([O:17][CH2:18][CH2:19][CH2:20][CH3:21])[CH:12]=1)[CH:27]([CH3:33])[C:28]([N:30]([CH3:32])[CH3:31])=[O:29])=[O:7])([CH3:2])([CH3:4])[CH3:3]. The yield is 0.810. (4) The yield is 0.960. The reactants are C([O:3][C:4](=[O:29])[CH2:5][CH2:6][CH2:7][O:8][C:9]1[CH:14]=[CH:13][C:12]([C:15]2[CH:20]=[CH:19][CH:18]=[C:17]([O:21][CH:22]3[CH2:26][CH2:25][CH2:24][CH2:23]3)[CH:16]=2)=[C:11]([F:27])[C:10]=1[F:28])C.CCO.[OH-].[Na+].Cl. The catalyst is CCOC(C)=O. The product is [CH:22]1([O:21][C:17]2[CH:16]=[C:15]([C:12]3[CH:13]=[CH:14][C:9]([O:8][CH2:7][CH2:6][CH2:5][C:4]([OH:29])=[O:3])=[C:10]([F:28])[C:11]=3[F:27])[CH:20]=[CH:19][CH:18]=2)[CH2:26][CH2:25][CH2:24][CH2:23]1. (5) The reactants are I[Si](C)(C)C.[O:6]=[C:7]1[N:11]([CH:12]2[CH2:17][CH2:16][N:15](C(OCC)=O)[CH2:14][CH2:13]2)[C:10]2[CH:23]=[C:24]([C:27]([F:30])([F:29])[F:28])[CH:25]=[CH:26][C:9]=2[NH:8]1.CO. The catalyst is C(Cl)(Cl)Cl. The product is [NH:15]1[CH2:16][CH2:17][CH:12]([N:11]2[C:10]3[CH:23]=[C:24]([C:27]([F:29])([F:28])[F:30])[CH:25]=[CH:26][C:9]=3[NH:8][C:7]2=[O:6])[CH2:13][CH2:14]1. The yield is 0.970. (6) The catalyst is C(O)C.O.[Fe]. The product is [NH2:1][C:4]1[CH:17]=[CH:16][C:7]([C:8]([N:10]2[CH2:11][CH2:12][S:13][CH2:14][CH2:15]2)=[O:9])=[CH:6][CH:5]=1. The reactants are [N+:1]([C:4]1[CH:17]=[CH:16][C:7]([C:8]([N:10]2[CH2:15][CH2:14][S:13][CH2:12][CH2:11]2)=[O:9])=[CH:6][CH:5]=1)([O-])=O.[NH4+].[Cl-]. The yield is 1.00. (7) The reactants are [N+:1]([CH:3]([CH3:11])[C:4]([O:6][CH2:7][CH2:8][CH2:9][CH3:10])=[O:5])#[C-:2].C(N(CCCC)C1C=CC=CC=1)CCC. No catalyst specified. The product is [CH3:11][C:3]1[N:1]=[CH:2][O:5][C:4]=1[O:6][CH2:7][CH2:8][CH2:9][CH3:10]. The yield is 0.987.